Dataset: Peptide-MHC class II binding affinity with 134,281 pairs from IEDB. Task: Regression. Given a peptide amino acid sequence and an MHC pseudo amino acid sequence, predict their binding affinity value. This is MHC class II binding data. The peptide sequence is LPVPPTVTVFKIPKK. The MHC is HLA-DPA10201-DPB10501 with pseudo-sequence HLA-DPA10201-DPB10501. The binding affinity (normalized) is 0.371.